From a dataset of Experimentally validated miRNA-target interactions with 360,000+ pairs, plus equal number of negative samples. Binary Classification. Given a miRNA mature sequence and a target amino acid sequence, predict their likelihood of interaction. The miRNA is hsa-miR-202-5p with sequence UUCCUAUGCAUAUACUUCUUUG. The protein sequence of the target gene is MMAPFASLASGILLLLSLIASSKACSCAPPHPQTAFCNSDLVIRAKFMGSPEINETTLYQRYKIKMTKMLKGFKAVGNAADIRYAYTPVMESLCGYAHKSQNRSEEFLITGRLRNGNLHISACSFLVPWRTLSPAQQRAFSKTYSAGCGVCTVFPCLSIPCKLESDTHCLWTDQVLVGSEDYQSRHFACLPRNPGLCTWRSLGAR. Result: 0 (no interaction).